Task: Predict the product of the given reaction.. Dataset: Forward reaction prediction with 1.9M reactions from USPTO patents (1976-2016) Given the reactants [CH:1]1([C:4]2[CH:9]=[C:8]([CH3:10])[C:7]([OH:11])=[C:6]([CH3:12])[CH:5]=2)[CH2:3][CH2:2]1.[H-].[Na+].[Cl:15][C:16]1[N:24]=[C:23]2[C:19]([NH:20][CH:21]=[N:22]2)=[C:18](Cl)[N:17]=1, predict the reaction product. The product is: [Cl:15][C:16]1[N:24]=[C:23]2[C:19]([N:20]=[CH:21][NH:22]2)=[C:18]([O:11][C:7]2[C:6]([CH3:12])=[CH:5][C:4]([CH:1]3[CH2:3][CH2:2]3)=[CH:9][C:8]=2[CH3:10])[N:17]=1.